This data is from Full USPTO retrosynthesis dataset with 1.9M reactions from patents (1976-2016). The task is: Predict the reactants needed to synthesize the given product. (1) Given the product [CH3:41][S:42]([O:19][CH2:18][CH2:17][CH2:16][N:15]1[C:10]2[N:11]([N:12]=[C:8]([C:5]3[CH:4]=[CH:3][C:2]([F:1])=[CH:7][CH:6]=3)[C:9]=2[C:20]2[CH:21]=[CH:22][C:23](=[O:33])[N:24]([C:26]3[CH:31]=[CH:30][CH:29]=[CH:28][C:27]=3[CH3:32])[N:25]=2)[CH2:13][CH2:14]1)(=[O:44])=[O:43], predict the reactants needed to synthesize it. The reactants are: [F:1][C:2]1[CH:7]=[CH:6][C:5]([C:8]2[C:9]([C:20]3[CH:21]=[CH:22][C:23](=[O:33])[N:24]([C:26]4[CH:31]=[CH:30][CH:29]=[CH:28][C:27]=4[CH3:32])[N:25]=3)=[C:10]3[N:15]([CH2:16][CH2:17][CH2:18][OH:19])[CH2:14][CH2:13][N:11]3[N:12]=2)=[CH:4][CH:3]=1.C(N(CC)CC)C.[CH3:41][S:42](Cl)(=[O:44])=[O:43]. (2) The reactants are: [CH3:1][C:2]1([CH3:15])[C:10]2[C:5](=[CH:6][C:7]([C:11]([OH:13])=O)=[CH:8][CH:9]=2)[NH:4][C:3]1=[O:14].[CH:16]1([C:19]([NH:21][NH2:22])=O)[CH2:18][CH2:17]1. Given the product [CH:16]1([C:19]2[O:13][C:11]([C:7]3[CH:6]=[C:5]4[C:10]([C:2]([CH3:1])([CH3:15])[C:3](=[O:14])[NH:4]4)=[CH:9][CH:8]=3)=[N:22][N:21]=2)[CH2:18][CH2:17]1, predict the reactants needed to synthesize it. (3) Given the product [CH3:31][O:30][C:22]1[CH:23]=[C:24]([C:14]2[CH:13]=[N:12][C:11]3=[C:7]([N:4]4[CH2:5][CH2:6][O:1][CH2:2][CH2:3]4)[S:8][N:9]=[C:10]3[CH:15]=2)[CH:25]=[CH:26][C:21]=1[C:19]([O:18][CH3:17])=[O:20], predict the reactants needed to synthesize it. The reactants are: [O:1]1[CH2:6][CH2:5][N:4]([C:7]2[S:8][N:9]=[C:10]3[CH:15]=[C:14](Br)[CH:13]=[N:12][C:11]=23)[CH2:3][CH2:2]1.[CH3:17][O:18][C:19]([C:21]1[CH:26]=[CH:25][C:24](B(O)O)=[CH:23][C:22]=1[O:30][CH3:31])=[O:20].C([O-])([O-])=O.[K+].[K+]. (4) Given the product [NH2:3][C:4]1[CH:5]=[CH:9][N:8]([C@H:11]2[C@H:12]([OH:21])[C@@:13]([CH2:19][OH:20])([CH3:18])[C@@H:14]([CH2:16][OH:17])[O:15]2)[C:7](=[O:38])[N:6]=1, predict the reactants needed to synthesize it. The reactants are: NC1N=[C:9]2[C:5]([N:6]=[CH:7][N:8]2[C@@H:11]2[O:15][C@H:14]([CH2:16][OH:17])[C@:13]([CH2:19][OH:20])([CH3:18])[C@H:12]2[OH:21])=[C:4](Cl)[N:3]=1.NC1N=C(Cl)N=C2C=1N=CN2[C@@H]1[O:38][C@H](CO)[C@](CO)(C)[C@H]1O. (5) Given the product [C:1]([C:5]1[O:9][CH:8]=[N:7][C:6]=1/[CH:10]=[C:11]1/[C:12](=[O:13])[NH:14][C@@H:15]([CH2:16][C:17]2[CH:22]=[CH:21][CH:20]=[CH:19][CH:18]=2)[C:23](=[O:25])[NH:24]/1)([CH3:4])([CH3:3])[CH3:2], predict the reactants needed to synthesize it. The reactants are: [C:1]([C:5]1[O:9][CH:8]=[N:7][C:6]=1[CH:10]=[C:11](O)[C:12]([NH:14][C@H:15]([C:23](=[O:25])[NH2:24])[CH2:16][C:17]1[CH:22]=[CH:21][CH:20]=[CH:19][CH:18]=1)=[O:13])([CH3:4])([CH3:3])[CH3:2].CC1C=CC(S(O)(=O)=O)=CC=1. (6) Given the product [N:33]([CH2:11][C@@H:10]([NH:13][C:14](=[O:20])[O:15][C:16]([CH3:19])([CH3:18])[CH3:17])[CH2:9][C:3]1[CH:4]=[CH:5][C:6]([Cl:8])=[CH:7][C:2]=1[Cl:1])=[N+:34]=[N-:35], predict the reactants needed to synthesize it. The reactants are: [Cl:1][C:2]1[CH:7]=[C:6]([Cl:8])[CH:5]=[CH:4][C:3]=1[CH2:9][C@H:10]([NH:13][C:14](=[O:20])[O:15][C:16]([CH3:19])([CH3:18])[CH3:17])[CH2:11]O.C(N(CC)CC)C.CS(Cl)(=O)=O.[N-:33]=[N+:34]=[N-:35].[Na+]. (7) Given the product [C:1]([O:7][CH2:8][C@@H:9]([O:36][C:37]([CH3:38])([CH3:40])[CH3:39])[C:10]1[C:11]([C:29]2[CH:34]=[CH:33][C:32]([Cl:35])=[CH:31][CH:30]=2)=[C:12]2[C:17](=[CH:18][C:19]=1[CH3:20])[N:16]=[C:15]([N:41]1[CH:45]=[CH:44][N:43]=[CH:42]1)[CH:14]=[CH:13]2)(=[O:6])[C:2]([CH3:4])([CH3:5])[CH3:3], predict the reactants needed to synthesize it. The reactants are: [C:1]([O:7][CH2:8][C@@H:9]([O:36][C:37]([CH3:40])([CH3:39])[CH3:38])[C:10]1[C:11]([C:29]2[CH:34]=[CH:33][C:32]([Cl:35])=[CH:31][CH:30]=2)=[C:12]2[C:17](=[CH:18][C:19]=1[CH3:20])[N:16]=[C:15](OS(C(F)(F)F)(=O)=O)[CH:14]=[CH:13]2)(=[O:6])[C:2]([CH3:5])([CH3:4])[CH3:3].[NH:41]1[CH:45]=[CH:44][N:43]=[CH:42]1. (8) Given the product [ClH:1].[C:6](/[C:8](/[C:32]1[CH:37]=[CH:36][C:35]([O:38][CH3:39])=[C:34]([O:40][CH3:41])[CH:33]=1)=[CH:9]\[C:10]1[S:14][C:13]([N:15]2[CH2:16][CH2:17][CH:18]([O:21][C:22](=[O:31])[CH2:23][N:24]3[CH2:25][CH2:26][CH:27]([OH:30])[CH2:28][CH2:29]3)[CH2:19][CH2:20]2)=[CH:12][CH:11]=1)#[N:7], predict the reactants needed to synthesize it. The reactants are: [ClH:1].CC(O)C.[C:6](/[C:8](/[C:32]1[CH:37]=[CH:36][C:35]([O:38][CH3:39])=[C:34]([O:40][CH3:41])[CH:33]=1)=[CH:9]\[C:10]1[S:14][C:13]([N:15]2[CH2:20][CH2:19][CH:18]([O:21][C:22](=[O:31])[CH2:23][N:24]3[CH2:29][CH2:28][CH:27]([OH:30])[CH2:26][CH2:25]3)[CH2:17][CH2:16]2)=[CH:12][CH:11]=1)#[N:7]. (9) Given the product [CH3:24][N:25]1[C:33]2[C:28](=[CH:29][C:30]([N+:34]([O-:36])=[O:35])=[CH:31][CH:32]=2)[CH:27]=[C:26]1[C:37]([NH:3][C:4]1[CH:13]=[C:12]2[C:7]([CH:8]=[C:9]([S:18]([OH:21])(=[O:20])=[O:19])[CH:10]=[C:11]2[S:14]([OH:17])(=[O:16])=[O:15])=[CH:6][CH:5]=1)=[O:38], predict the reactants needed to synthesize it. The reactants are: [Na][Na].[NH2:3][C:4]1[CH:13]=[C:12]2[C:7]([CH:8]=[C:9]([S:18]([OH:21])(=[O:20])=[O:19])[CH:10]=[C:11]2[S:14]([OH:17])(=[O:16])=[O:15])=[CH:6][CH:5]=1.[OH-].[Na+].[CH3:24][N:25]1[C:33]2[C:28](=[CH:29][C:30]([N+:34]([O-:36])=[O:35])=[CH:31][CH:32]=2)[CH:27]=[C:26]1[C:37](Cl)=[O:38].